This data is from Catalyst prediction with 721,799 reactions and 888 catalyst types from USPTO. The task is: Predict which catalyst facilitates the given reaction. (1) Reactant: [C:1]1([CH:7]([C:33]2[CH:38]=[CH:37][CH:36]=[CH:35][CH:34]=2)[C:8]2[CH:9]=[CH:10][C:11](=[O:32])[N:12]([CH2:14][CH2:15][CH2:16][S:17][C:18]3[CH:19]=[C:20]([CH:29]=[CH:30][CH:31]=3)[O:21][CH:22]([CH3:28])[C:23]([O:25][CH2:26][CH3:27])=[O:24])[CH:13]=2)[CH:6]=[CH:5][CH:4]=[CH:3][CH:2]=1.ClC1C=C(C=CC=1)C(OO)=[O:44]. Product: [C:1]1([CH:7]([C:33]2[CH:38]=[CH:37][CH:36]=[CH:35][CH:34]=2)[C:8]2[CH:9]=[CH:10][C:11](=[O:32])[N:12]([CH2:14][CH2:15][CH2:16][S:17]([C:18]3[CH:19]=[C:20]([CH:29]=[CH:30][CH:31]=3)[O:21][CH:22]([CH3:28])[C:23]([O:25][CH2:26][CH3:27])=[O:24])=[O:44])[CH:13]=2)[CH:6]=[CH:5][CH:4]=[CH:3][CH:2]=1. The catalyst class is: 2. (2) Reactant: C(OC([NH:8][CH2:9][C@H:10]1[CH2:15][CH2:14][C@H:13]([C:16]([NH:18][C@H:19]([C:50](=[O:62])[NH:51][C:52]2[CH:60]=[C:59]3[C:55]([C:56](=[O:61])[NH:57][NH:58]3)=[CH:54][CH:53]=2)[CH2:20][C:21]2[CH:26]=[CH:25][C:24]([C:27]3[CH:32]=[CH:31][C:30]([C:33]([NH:35][CH:36]4[CH2:41][CH2:40][N:39](C(OC(C)(C)C)=O)[CH2:38][CH2:37]4)=[O:34])=[CH:29][C:28]=3[CH3:49])=[CH:23][CH:22]=2)=[O:17])[CH2:12][CH2:11]1)=O)(C)(C)C.[ClH:63]. Product: [ClH:63].[NH2:8][CH2:9][C@H:10]1[CH2:15][CH2:14][C@H:13]([C:16]([NH:18][C@H:19]([C:50](=[O:62])[NH:51][C:52]2[CH:60]=[C:59]3[C:55]([C:56](=[O:61])[NH:57][NH:58]3)=[CH:54][CH:53]=2)[CH2:20][C:21]2[CH:26]=[CH:25][C:24]([C:27]3[CH:32]=[CH:31][C:30]([C:33]([NH:35][CH:36]4[CH2:37][CH2:38][NH:39][CH2:40][CH2:41]4)=[O:34])=[CH:29][C:28]=3[CH3:49])=[CH:23][CH:22]=2)=[O:17])[CH2:12][CH2:11]1. The catalyst class is: 12.